This data is from Forward reaction prediction with 1.9M reactions from USPTO patents (1976-2016). The task is: Predict the product of the given reaction. (1) The product is: [CH:1]1([C:4]([N:6]2[CH2:10][CH2:9][C@H:8]([NH:11][C:12]3[N:20]=[CH:19][N:18]=[C:17]4[C:13]=3[N:14]=[C:15]([C:32]3[CH:33]=[N:34][C:35]([C:38]([O:40][CH3:41])=[O:39])=[N:36][CH:37]=3)[N:16]4[CH2:21][CH3:22])[CH2:7]2)=[O:5])[CH2:3][CH2:2]1. Given the reactants [CH:1]1([C:4]([N:6]2[CH2:10][CH2:9][C@H:8]([NH:11][C:12]3[N:20]=[CH:19][N:18]=[C:17]4[C:13]=3[N:14]=[C:15](I)[N:16]4[CH2:21][CH3:22])[CH2:7]2)=[O:5])[CH2:3][CH2:2]1.CC1(C)C(C)(C)OB([C:32]2[CH:33]=[N:34][C:35]([C:38]([O:40][CH3:41])=[O:39])=[N:36][CH:37]=2)O1.[F-].[Cs+], predict the reaction product. (2) Given the reactants [Cl:1][C:2]1[CH:7]=[CH:6][CH:5]=[CH:4][C:3]=1[O:8][CH3:9].[Cl:10][C:11]1[CH:12]=[C:13]([CH:15]=[C:16]([Cl:19])[C:17]=1[Cl:18])N, predict the reaction product. The product is: [Cl:1][C:2]1[CH:7]=[C:6]([C:13]2[CH:12]=[C:11]([Cl:10])[C:17]([Cl:18])=[C:16]([Cl:19])[CH:15]=2)[CH:5]=[CH:4][C:3]=1[O:8][CH3:9]. (3) The product is: [ClH:1].[Cl:1][C:2]1[CH:7]=[CH:6][CH:5]=[CH:4][C:3]=1[CH:8]1[N:12]([C:13]2[CH:18]=[CH:17][CH:16]=[C:15]([C:19]3[CH2:20][CH2:21][NH:22][CH2:23][CH:24]=3)[CH:14]=2)[N:11]=[C:10]([C:32]([C:38]([F:41])([F:39])[F:40])([C:34]([F:35])([F:36])[F:37])[OH:33])[CH2:9]1. Given the reactants [Cl:1][C:2]1[CH:7]=[CH:6][CH:5]=[CH:4][C:3]=1[CH:8]1[N:12]([C:13]2[CH:18]=[CH:17][CH:16]=[C:15]([C:19]3[CH2:20][CH2:21][N:22](C(OC(C)(C)C)=O)[CH2:23][CH:24]=3)[CH:14]=2)[N:11]=[C:10]([C:32]([C:38]([F:41])([F:40])[F:39])([C:34]([F:37])([F:36])[F:35])[OH:33])[CH2:9]1.Cl, predict the reaction product. (4) Given the reactants [CH2:1]([CH:5]1[CH2:8][CH:7]([C:9]([OH:11])=O)[CH2:6]1)[CH:2]([CH3:4])[CH3:3].Cl.[CH3:13][NH:14][O:15][CH3:16].C1C=CC2N(O)N=NC=2C=1.CCN=C=NCCCN(C)C.Cl, predict the reaction product. The product is: [CH3:16][O:15][N:14]([CH3:13])[C:9]([CH:7]1[CH2:8][CH:5]([CH2:1][CH:2]([CH3:4])[CH3:3])[CH2:6]1)=[O:11]. (5) The product is: [ClH:1].[NH2:35][C:32]1[CH:33]=[CH:34][C:29]([O:28][C:7]2[CH:6]=[C:5]([C:2](=[NH:3])[NH2:4])[CH:27]=[CH:26][C:8]=2[CH2:9][NH:10][C:11](=[O:25])[CH:12]([O:22][CH2:23][CH3:24])[C:13]2[CH:18]=[CH:17][C:16]([O:19][CH3:20])=[CH:15][C:14]=2[F:21])=[N:30][CH:31]=1. Given the reactants [ClH:1].[C:2]([C:5]1[CH:27]=[CH:26][C:8]([CH2:9][NH:10][C:11](=[O:25])[CH:12]([O:22][CH2:23][CH3:24])[C:13]2[CH:18]=[CH:17][C:16]([O:19][CH3:20])=[CH:15][C:14]=2[F:21])=[C:7]([O:28][C:29]2[CH:34]=[CH:33][C:32]([N+:35]([O-])=O)=[CH:31][N:30]=2)[CH:6]=1)(=[NH:4])[NH2:3], predict the reaction product.